Dataset: Full USPTO retrosynthesis dataset with 1.9M reactions from patents (1976-2016). Task: Predict the reactants needed to synthesize the given product. (1) Given the product [CH3:26][O:28][C:29](=[O:38])[CH:30]([O:3][CH3:1])[C:31]([CH:33]1[CH2:37][CH2:36][CH2:35][CH2:34]1)=[O:32], predict the reactants needed to synthesize it. The reactants are: [C:1](O)(=[O:3])C.C(O)(=O)C.I(C1C=CC=CC=1)=O.B(F)(F)F.CCOCC.[CH2:26]([O:28][C:29](=[O:38])[CH2:30][C:31]([CH:33]1[CH2:37][CH2:36][CH2:35][CH2:34]1)=[O:32])C. (2) Given the product [Br:17][C:13]1[CH:12]=[C:11]2[C:16](=[CH:15][CH:14]=1)[NH:8][CH:9]=[C:10]2[CH2:18][CH2:19][OH:20], predict the reactants needed to synthesize it. The reactants are: C(OC([N:8]1[C:16]2[C:11](=[CH:12][C:13]([Br:17])=[CH:14][CH:15]=2)[C:10]([CH2:18][C:19](OCC)=[O:20])=[CH:9]1)=O)(C)(C)C.[H-].[H-].[H-].[H-].[Li+].[Al+3].O.[OH-].[Na+]. (3) Given the product [CH3:1][CH:2]([CH3:32])[CH2:3][CH2:4][NH:5][C:6]([C:8]1[N:9]=[N:10][C:11]([N:14]2[CH2:19][CH2:18][N:17]([C:20](=[O:31])[C:21]3[CH:26]=[CH:25][CH:24]=[CH:23][C:22]=3[S:27](=[O:29])(=[O:28])[NH2:54])[CH2:16][CH2:15]2)=[CH:12][CH:13]=1)=[O:7], predict the reactants needed to synthesize it. The reactants are: [CH3:1][CH:2]([CH3:32])[CH2:3][CH2:4][NH:5][C:6]([C:8]1[N:9]=[N:10][C:11]([N:14]2[CH2:19][CH2:18][N:17]([C:20](=[O:31])[C:21]3[CH:26]=[CH:25][CH:24]=[CH:23][C:22]=3[S:27](C)(=[O:29])=[O:28])[CH2:16][CH2:15]2)=[CH:12][CH:13]=1)=[O:7].C[Mg]Cl.C(B(CCCC)CCCC)CCC.C([O-])(=O)C.[Na+].[NH2:54]OS(O)(=O)=O. (4) Given the product [Cl:1][C:2]1[C:3]([C:9]([F:13])([F:12])[CH2:10][NH2:14])=[N:4][CH:5]=[C:6]([Cl:8])[CH:7]=1, predict the reactants needed to synthesize it. The reactants are: [Cl:1][C:2]1[C:3]([C:9]([F:13])([F:12])[CH2:10]O)=[N:4][CH:5]=[C:6]([Cl:8])[CH:7]=1.[N:14]1C=CC=CC=1.S(OS(C(F)(F)F)(=O)=O)(C(F)(F)F)(=O)=O.N.